This data is from Full USPTO retrosynthesis dataset with 1.9M reactions from patents (1976-2016). The task is: Predict the reactants needed to synthesize the given product. (1) Given the product [Cl:25][C:5]1[CH:4]=[CH:3][C:2]([NH:1][C:36](=[O:37])[C:34]([NH:33][C:31](=[O:32])[O:30][C:27]([CH3:29])([CH3:28])[CH3:26])([CH3:39])[CH3:35])=[CH:7][C:6]=1[NH:8][S:9]([C:12]1[CH:17]=[CH:16][C:15]([C:18]2[O:19][C:20]([CH3:23])=[CH:21][CH:22]=2)=[C:14]([F:24])[CH:13]=1)(=[O:11])=[O:10], predict the reactants needed to synthesize it. The reactants are: [NH2:1][C:2]1[CH:3]=[CH:4][C:5]([Cl:25])=[C:6]([NH:8][S:9]([C:12]2[CH:17]=[CH:16][C:15]([C:18]3[O:19][C:20]([CH3:23])=[CH:21][CH:22]=3)=[C:14]([F:24])[CH:13]=2)(=[O:11])=[O:10])[CH:7]=1.[CH3:26][C:27]([O:30][C:31]([NH:33][C:34]([CH3:39])([C:36](O)=[O:37])[CH3:35])=[O:32])([CH3:29])[CH3:28].C(N(CC)C(C)C)(C)C.CN(C(ON1N=NC2C=CC=CC1=2)=[N+](C)C)C.F[P-](F)(F)(F)(F)F. (2) The reactants are: Br[C:2]1[N:7]=[C:6]([NH:8][C:9]([C:11]2[CH:16]=[CH:15][CH:14]=[C:13]([CH3:17])[N:12]=2)=[O:10])[CH:5]=[CH:4][CH:3]=1.[C:18]1(B(O)O)[CH:23]=[CH:22][CH:21]=[CH:20][CH:19]=1. Given the product [CH3:17][C:13]1[N:12]=[C:11]([C:9]([NH:8][C:6]2[CH:5]=[CH:4][CH:3]=[C:2]([C:18]3[CH:23]=[CH:22][CH:21]=[CH:20][CH:19]=3)[N:7]=2)=[O:10])[CH:16]=[CH:15][CH:14]=1, predict the reactants needed to synthesize it.